This data is from NCI-60 drug combinations with 297,098 pairs across 59 cell lines. The task is: Regression. Given two drug SMILES strings and cell line genomic features, predict the synergy score measuring deviation from expected non-interaction effect. (1) Drug 1: CNC(=O)C1=CC=CC=C1SC2=CC3=C(C=C2)C(=NN3)C=CC4=CC=CC=N4. Drug 2: CC12CCC3C(C1CCC2O)C(CC4=C3C=CC(=C4)O)CCCCCCCCCS(=O)CCCC(C(F)(F)F)(F)F. Cell line: HCC-2998. Synergy scores: CSS=7.71, Synergy_ZIP=4.37, Synergy_Bliss=5.57, Synergy_Loewe=2.84, Synergy_HSA=2.69. (2) Drug 1: C1=C(C(=O)NC(=O)N1)F. Drug 2: CN1C(=O)N2C=NC(=C2N=N1)C(=O)N. Cell line: K-562. Synergy scores: CSS=35.2, Synergy_ZIP=-6.45, Synergy_Bliss=-14.4, Synergy_Loewe=-27.5, Synergy_HSA=-16.9. (3) Drug 2: CCN(CC)CCCC(C)NC1=C2C=C(C=CC2=NC3=C1C=CC(=C3)Cl)OC. Synergy scores: CSS=65.7, Synergy_ZIP=-6.14, Synergy_Bliss=-2.18, Synergy_Loewe=0.0772, Synergy_HSA=0.348. Cell line: NCIH23. Drug 1: C1C(C(OC1N2C=NC3=C(N=C(N=C32)Cl)N)CO)O.